Dataset: Peptide-MHC class I binding affinity with 185,985 pairs from IEDB/IMGT. Task: Regression. Given a peptide amino acid sequence and an MHC pseudo amino acid sequence, predict their binding affinity value. This is MHC class I binding data. The peptide sequence is KIILSQEQE. The MHC is Mamu-A70103 with pseudo-sequence Mamu-A70103. The binding affinity (normalized) is 0.